This data is from Reaction yield outcomes from USPTO patents with 853,638 reactions. The task is: Predict the reaction yield, written as a fraction of the theoretical maximum amount of product (1.0 means a 100% yield; for example, 0.34 means a 34% yield). (1) The catalyst is ClCCl.CCOC(C)=O. The reactants are [Cl:1][C:2]1[N:7]=[C:6]([C:8]([OH:10])=O)[CH:5]=[CH:4][N:3]=1.Cl.[CH3:12][O:13][NH:14][CH3:15].C(N(CC)CC)C.F[P-](F)(F)(F)(F)F.N1(O[P+](N2CCCC2)(N2CCCC2)N2CCCC2)C2C=CC=CC=2N=N1. The product is [Cl:1][C:2]1[N:7]=[C:6]([C:8]([N:14]([O:13][CH3:12])[CH3:15])=[O:10])[CH:5]=[CH:4][N:3]=1. The yield is 0.660. (2) The reactants are [CH2:1]1[C:9]2[C:4](=[CH:5][CH:6]=[CH:7][CH:8]=2)[CH2:3][CH:2]1[CH2:10][NH:11][C:12](=[O:15])[CH2:13][CH3:14].OS(O)(=O)=O.[N+:21]([O-])([OH:23])=[O:22].O. The catalyst is [N+](C)([O-])=O. The product is [N+:21]([C:6]1[CH:5]=[C:4]2[C:9](=[CH:8][CH:7]=1)[CH2:1][CH:2]([CH2:10][NH:11][C:12](=[O:15])[CH2:13][CH3:14])[CH2:3]2)([O-:23])=[O:22]. The yield is 0.960. (3) The reactants are C(OC([N:8]1[CH2:12][CH2:11][CH2:10][C@H:9]1[CH2:13][NH:14][C:15]1[CH:20]=[CH:19][C:18]([CH:21]=[CH:22][C:23](=[O:29])[N:24]([CH2:27][CH3:28])[CH2:25][CH3:26])=[CH:17][C:16]=1[O:30][C:31]1[CH:36]=[CH:35][C:34]([O:37][CH3:38])=[CH:33][CH:32]=1)=O)(C)(C)C.C(O)(C(F)(F)F)=O. The catalyst is C(Cl)Cl. The product is [CH2:27]([N:24]([CH2:25][CH3:26])[C:23](=[O:29])/[CH:22]=[CH:21]/[C:18]1[CH:19]=[CH:20][C:15]([NH:14][CH2:13][C@@H:9]2[CH2:10][CH2:11][CH2:12][NH:8]2)=[C:16]([O:30][C:31]2[CH:32]=[CH:33][C:34]([O:37][CH3:38])=[CH:35][CH:36]=2)[CH:17]=1)[CH3:28]. The yield is 0.190. (4) The yield is 0.560. The product is [Cl:18][C:12]1[CH:13]=[CH:14][CH:15]=[C:16]([Cl:17])[C:11]=1[C:9]1[S:8][C:7]2[C:2]([NH:31][C:30]([CH:29]3[CH2:33][CH2:34]3)=[O:36])=[N:3][CH:4]=[CH:5][C:6]=2[N:10]=1. The catalyst is CC#N. The reactants are Br[C:2]1[C:7]2[S:8][C:9]([C:11]3[C:16]([Cl:17])=[CH:15][CH:14]=[CH:13][C:12]=3[Cl:18])=[N:10][C:6]=2[CH:5]=[CH:4][N:3]=1.ClC1C=CC=C(Cl)C=1C1S[C:29]2[C:30](=[O:36])[NH:31]C=[CH:33][C:34]=2N=1.P(Br)(Br)(Br)=O. (5) The reactants are [N+:1]([C:4]1[CH:5]=[N:6][N:7]([CH2:9][CH:10]2[CH2:13][O:12][CH2:11]2)[CH:8]=1)([O-:3])=[O:2].[Li+].C[Si]([N-][Si](C)(C)C)(C)C.[Cl:24]C(Cl)(Cl)C(Cl)(Cl)Cl. The catalyst is C1COCC1. The product is [Cl:24][C:8]1[N:7]([CH2:9][CH:10]2[CH2:11][O:12][CH2:13]2)[N:6]=[CH:5][C:4]=1[N+:1]([O-:3])=[O:2]. The yield is 0.950. (6) The reactants are [ClH:1].O1CCOCC1.[OH:8][C@H:9]1[C:13]2[N:14]=[CH:15][N:16]=[C:17]([N:18]3[CH2:23][CH2:22][N:21](C(OC(C)(C)C)=O)[CH2:20][CH2:19]3)[C:12]=2[C@H:11]([CH3:31])[CH2:10]1. The catalyst is O1CCOCC1. The product is [ClH:1].[ClH:1].[CH3:31][C@H:11]1[C:12]2[C:17]([N:18]3[CH2:19][CH2:20][NH:21][CH2:22][CH2:23]3)=[N:16][CH:15]=[N:14][C:13]=2[C@H:9]([OH:8])[CH2:10]1. The yield is 0.798. (7) The reactants are [Cl:1][C:2]1[CH:7]=[CH:6][NH:5][C:4](=[O:8])[C:3]=1[N+:9]([O-:11])=[O:10].[H-].[Na+].I[CH3:15]. The catalyst is CN(C)C=O. The product is [Cl:1][C:2]1[CH:7]=[CH:6][N:5]([CH3:15])[C:4](=[O:8])[C:3]=1[N+:9]([O-:11])=[O:10]. The yield is 0.940. (8) The reactants are [CH2:1]([S:3]([C:6]1[CH:7]=[C:8]([C:12]2[CH:20]=[C:19]([C:21](O)=[O:22])[CH:18]=[C:17]3[C:13]=2[C:14]2[CH:27]=[C:26]([CH3:28])[CH:25]=[N:24][C:15]=2[NH:16]3)[CH:9]=[CH:10][CH:11]=1)(=[O:5])=[O:4])[CH3:2].C1C=CC2N(O)N=NC=2C=1.C(Cl)CCl.[CH3:43][N:44]1[CH2:49][CH2:48][NH:47][CH2:46][CH2:45]1. The catalyst is C(Cl)Cl. The product is [CH2:1]([S:3]([C:6]1[CH:7]=[C:8]([C:12]2[CH:20]=[C:19]([C:21]([N:47]3[CH2:48][CH2:49][N:44]([CH3:43])[CH2:45][CH2:46]3)=[O:22])[CH:18]=[C:17]3[C:13]=2[C:14]2[CH:27]=[C:26]([CH3:28])[CH:25]=[N:24][C:15]=2[NH:16]3)[CH:9]=[CH:10][CH:11]=1)(=[O:4])=[O:5])[CH3:2]. The yield is 0.670.